From a dataset of Peptide-MHC class I binding affinity with 185,985 pairs from IEDB/IMGT. Regression. Given a peptide amino acid sequence and an MHC pseudo amino acid sequence, predict their binding affinity value. This is MHC class I binding data. (1) The peptide sequence is PVSDLYTSMR. The MHC is HLA-A03:01 with pseudo-sequence HLA-A03:01. The binding affinity (normalized) is 0.192. (2) The peptide sequence is SLRNVLAAV. The MHC is HLA-A02:01 with pseudo-sequence HLA-A02:01. The binding affinity (normalized) is 0.844.